The task is: Predict which catalyst facilitates the given reaction.. This data is from Catalyst prediction with 721,799 reactions and 888 catalyst types from USPTO. (1) Reactant: C([O:8][C:9]1[C:17]([F:18])=[CH:16][CH:15]=[C:14]2[C:10]=1[C:11]([CH2:20][CH2:21][O:22][Si:23]([C:26]([CH3:29])([CH3:28])[CH3:27])([CH3:25])[CH3:24])=[CH:12][N:13]2[CH3:19])C1C=CC=CC=1. Product: [Si:23]([O:22][CH2:21][CH2:20][C:11]1[C:10]2[C:9]([OH:8])=[C:17]([F:18])[CH:16]=[CH:15][C:14]=2[N:13]([CH3:19])[CH:12]=1)([C:26]([CH3:28])([CH3:29])[CH3:27])([CH3:25])[CH3:24]. The catalyst class is: 105. (2) Reactant: [C:1]([C:9]1[C:21]([F:22])=[CH:20][CH:19]=[CH:18][C:10]=1[C:11]([N:13]([CH2:15][CH2:16][OH:17])[CH3:14])=O)(=[O:8])[C:2]1[CH:7]=[CH:6][CH:5]=[CH:4][CH:3]=1.B.CSC. Product: [F:22][C:21]1[C:9]([CH:1]([OH:8])[C:2]2[CH:7]=[CH:6][CH:5]=[CH:4][CH:3]=2)=[C:10]([CH:18]=[CH:19][CH:20]=1)[CH2:11][N:13]([CH3:14])[CH2:15][CH2:16][OH:17]. The catalyst class is: 1. (3) Reactant: [NH2:1][C:2]1[C:7]([NH2:8])=[CH:6][CH:5]=[CH:4][C:3]=1[OH:9].[CH2:10]([O:17][CH2:18][C:19](O)=O)[C:11]1[CH:16]=[CH:15][CH:14]=[CH:13][CH:12]=1.C(=O)(O)[O-].[Na+]. Product: [CH2:10]([O:17][CH2:18][C:19]1[NH:8][C:7]2[CH:6]=[CH:5][CH:4]=[C:3]([OH:9])[C:2]=2[N:1]=1)[C:11]1[CH:16]=[CH:15][CH:14]=[CH:13][CH:12]=1. The catalyst class is: 13. (4) Reactant: [F:1][C:2]1[C:3]([CH2:14][N:15]([CH3:23])[C:16](=[O:22])[O:17][C:18]([CH3:21])([CH3:20])[CH3:19])=[CH:4][NH:5][C:6]=1[C:7]1[C:8]([F:13])=[N:9][CH:10]=[CH:11][CH:12]=1.[H-].[Na+].C1OCCOCCOCCOCCOC1.[F:41][CH:42]([F:52])[N:43]1[CH:47]=[C:46]([S:48](Cl)(=[O:50])=[O:49])[CH:45]=[N:44]1. Product: [F:52][CH:42]([F:41])[N:43]1[CH:47]=[C:46]([S:48]([N:5]2[C:6]([C:7]3[C:8]([F:13])=[N:9][CH:10]=[CH:11][CH:12]=3)=[C:2]([F:1])[C:3]([CH2:14][N:15]([CH3:23])[C:16](=[O:22])[O:17][C:18]([CH3:19])([CH3:20])[CH3:21])=[CH:4]2)(=[O:50])=[O:49])[CH:45]=[N:44]1. The catalyst class is: 685. (5) Reactant: [CH3:1][C:2]1[N:7]=[C:6]2[S:8][C:9]3[CH2:14][CH2:13][CH2:12][CH2:11][C:10]=3[C:5]2=[C:4]([C:15]2[CH:20]=[CH:19][C:18]([CH2:21][CH3:22])=[CH:17][CH:16]=2)[C:3]=1[CH2:23][C:24]([O:26][CH3:27])=[O:25].[Li+].C[Si]([N-][Si](C)(C)C)(C)C.[CH2:38]1[CH2:42]OC[CH2:39]1.ICCC. Product: [CH3:1][C:2]1[N:7]=[C:6]2[S:8][C:9]3[CH2:14][CH2:13][CH2:12][CH2:11][C:10]=3[C:5]2=[C:4]([C:15]2[CH:16]=[CH:17][C:18]([CH2:21][CH3:22])=[CH:19][CH:20]=2)[C:3]=1[CH:23]([CH2:39][CH2:38][CH3:42])[C:24]([O:26][CH3:27])=[O:25]. The catalyst class is: 3. (6) Reactant: C(OC([N:8]1[CH2:13][CH2:12][CH:11]([CH2:14][CH2:15][O:16][C:17]2[CH:22]=[CH:21][C:20]([F:23])=[CH:19][CH:18]=2)[CH2:10][CH2:9]1)=O)(C)(C)C.[ClH:24]. Product: [ClH:24].[F:23][C:20]1[CH:19]=[CH:18][C:17]([O:16][CH2:15][CH2:14][CH:11]2[CH2:10][CH2:9][NH:8][CH2:13][CH2:12]2)=[CH:22][CH:21]=1. The catalyst class is: 27. (7) Reactant: C([O:5][C:6](=[O:48])[CH2:7][CH:8]([OH:47])[CH2:9][CH:10]([OH:46])[CH2:11][CH2:12][C:13]1[N:14]([CH:43]([CH3:45])[CH3:44])[C:15]([C:31](=[O:42])[NH:32][CH2:33][C:34]2[CH:39]=[CH:38][CH:37]=[C:36]([CH2:40][NH2:41])[CH:35]=2)=[C:16]([C:25]2[CH:30]=[CH:29][CH:28]=[CH:27][CH:26]=2)[C:17]=1[C:18]1[CH:23]=[CH:22][C:21]([F:24])=[CH:20][CH:19]=1)(C)(C)C.[OH-].[Na+:50]. Product: [Na+:50].[NH2:41][CH2:40][C:36]1[CH:35]=[C:34]([CH:39]=[CH:38][CH:37]=1)[CH2:33][NH:32][C:31]([C:15]1[N:14]([CH:43]([CH3:44])[CH3:45])[C:13]([CH2:12][CH2:11][CH:10]([OH:46])[CH2:9][CH:8]([OH:47])[CH2:7][C:6]([O-:48])=[O:5])=[C:17]([C:18]2[CH:23]=[CH:22][C:21]([F:24])=[CH:20][CH:19]=2)[C:16]=1[C:25]1[CH:30]=[CH:29][CH:28]=[CH:27][CH:26]=1)=[O:42]. The catalyst class is: 5. (8) Reactant: [Cl:1][C:2]1[CH:10]=[CH:9][C:8]2[N:7]([CH2:11][C:12]([O:14]CC)=[O:13])[C:6]3[CH2:17][CH2:18][N:19]([C:22]([O:24][C:25]([CH3:28])([CH3:27])[CH3:26])=[O:23])[CH2:20][CH2:21][C:5]=3[C:4]=2[C:3]=1[Cl:29].[OH-].[K+].Cl. Product: [C:25]([O:24][C:22]([N:19]1[CH2:20][CH2:21][C:5]2[C:4]3[C:3]([Cl:29])=[C:2]([Cl:1])[CH:10]=[CH:9][C:8]=3[N:7]([CH2:11][C:12]([OH:14])=[O:13])[C:6]=2[CH2:17][CH2:18]1)=[O:23])([CH3:28])([CH3:26])[CH3:27]. The catalyst class is: 20. (9) Reactant: C(N(CC)CC)C.Cl.[CH2:9]([NH2:13])[CH2:10][C:11]#[CH:12].[C:14](Cl)(=[O:19])[C:15]([CH3:18])([CH3:17])[CH3:16]. Product: [CH2:9]([NH:13][C:14](=[O:19])[C:15]([CH3:18])([CH3:17])[CH3:16])[CH2:10][C:11]#[CH:12]. The catalyst class is: 2. (10) Product: [N:1]1([C:7]2[O:11][C:10]([NH:12][C:13]([N:35]3[CH2:36][CH2:37][N:32]([C:30]4[S:29][N:28]=[C:27]([C:21]5[CH:26]=[CH:25][CH:24]=[CH:23][CH:22]=5)[N:31]=4)[CH2:33][CH2:34]3)=[O:20])=[N:9][N:8]=2)[CH2:2][CH2:3][O:4][CH2:5][CH2:6]1. The catalyst class is: 16. Reactant: [N:1]1([C:7]2[O:11][C:10]([NH:12][C:13](=[O:20])OCC(Cl)(Cl)Cl)=[N:9][N:8]=2)[CH2:6][CH2:5][O:4][CH2:3][CH2:2]1.[C:21]1([C:27]2[N:31]=[C:30]([N:32]3[CH2:37][CH2:36][NH:35][CH2:34][CH2:33]3)[S:29][N:28]=2)[CH:26]=[CH:25][CH:24]=[CH:23][CH:22]=1.C(N(C(C)C)CC)(C)C.O.